The task is: Predict the product of the given reaction.. This data is from Forward reaction prediction with 1.9M reactions from USPTO patents (1976-2016). (1) Given the reactants ClC1C=C(CS([NH:13][C:14]2[CH:19]=[CH:18][N:17]=[C:16]([Cl:20])[C:15]=2[OH:21])(=O)=O)C=C(Cl)C=1.[Cl:22][C:23]1[CH:24]=[C:25]([S:30](Cl)(=[O:32])=[O:31])[CH:26]=[C:27]([Cl:29])[CH:28]=1.ClC1C=C(CS(Cl)(=O)=O)C=C(Cl)C=1, predict the reaction product. The product is: [Cl:22][C:23]1[CH:24]=[C:25]([S:30]([NH:13][C:14]2[CH:19]=[CH:18][N:17]=[C:16]([Cl:20])[C:15]=2[OH:21])(=[O:32])=[O:31])[CH:26]=[C:27]([Cl:29])[CH:28]=1. (2) Given the reactants Br[C:2]1[N:7]=[CH:6][C:5]([CH2:8][N:9]2[CH2:33][CH2:32][C:12]3([N:16]([C:17]4[CH:22]=[CH:21][CH:20]=[C:19]([F:23])[CH:18]=4)[C:15](=[O:24])[N:14]=[C:13]3[NH:25][CH:26]3[CH2:31][CH2:30][CH2:29][CH2:28][CH2:27]3)[CH2:11][CH2:10]2)=[CH:4][CH:3]=1.CC(C)([O-])C.[Na+].C1(P(C2C=CC=CC=2)C2C=CC3C(=CC=CC=3)C=2C2C3C(=CC=CC=3)C=CC=2P(C2C=CC=CC=2)C2C=CC=CC=2)C=CC=CC=1.[CH2:86]([NH2:93])[C:87]1[CH:92]=[CH:91][CH:90]=[CH:89][CH:88]=1.FC(F)(F)C([O-])=O.FC(F)(F)C([O-])=O.C(NC1[NH+]=CC(C[NH+]2CCC3(N(C4C=CC=C(F)C=4)C(=O)N=C3NC3CCCCC3)CC2)=CC=1)C1C=CC=CC=1, predict the reaction product. The product is: [CH2:86]([NH:93][C:2]1[N:7]=[CH:6][C:5]([CH2:8][N:9]2[CH2:33][CH2:32][C:12]3([N:16]([C:17]4[CH:22]=[CH:21][CH:20]=[C:19]([F:23])[CH:18]=4)[C:15](=[O:24])[N:14]=[C:13]3[NH:25][CH:26]3[CH2:31][CH2:30][CH2:29][CH2:28][CH2:27]3)[CH2:11][CH2:10]2)=[CH:4][CH:3]=1)[C:87]1[CH:92]=[CH:91][CH:90]=[CH:89][CH:88]=1. (3) Given the reactants [Cl:1][C:2]1[N:11]=[C:10](Cl)[C:9]2[CH2:8][CH2:7][CH2:6][CH:5]([C:13]3[CH:18]=[CH:17][CH:16]=[CH:15][CH:14]=3)[C:4]=2[N:3]=1.[Cl-].[NH4+], predict the reaction product. The product is: [Cl:1][C:2]1[N:11]=[CH:10][C:9]2[CH2:8][CH2:7][CH2:6][CH:5]([C:13]3[CH:18]=[CH:17][CH:16]=[CH:15][CH:14]=3)[C:4]=2[N:3]=1. (4) The product is: [O:11]=[C:4]1[C:5]2[C:10](=[CH:9][CH:8]=[CH:7][CH:6]=2)[C:2](=[O:1])[N:3]1[CH2:12][CH2:13][N:14]1[C:23]2[C:18](=[N:19][CH:20]=[C:21]([CH2:24][C:25]3[CH:26]=[CH:27][C:28]([F:31])=[CH:29][CH:30]=3)[CH:22]=2)[C:17]([OH:32])=[C:16]([C:33]([NH:39][CH:40]([CH3:43])[CH2:41][OH:42])=[O:34])[C:15]1=[O:38]. Given the reactants [O:1]=[C:2]1[C:10]2[C:5](=[CH:6][CH:7]=[CH:8][CH:9]=2)[C:4](=[O:11])[N:3]1[CH2:12][CH2:13][N:14]1[C:23]2[C:18](=[N:19][CH:20]=[C:21]([CH2:24][C:25]3[CH:30]=[CH:29][C:28]([F:31])=[CH:27][CH:26]=3)[CH:22]=2)[C:17]([OH:32])=[C:16]([C:33](OCC)=[O:34])[C:15]1=[O:38].[NH2:39][CH:40]([CH3:43])[CH2:41][OH:42], predict the reaction product.